Dataset: Reaction yield outcomes from USPTO patents with 853,638 reactions. Task: Predict the reaction yield, written as a fraction of the theoretical maximum amount of product (1.0 means a 100% yield; for example, 0.34 means a 34% yield). (1) The yield is 0.560. The product is [C:1]1([C:15]2[CH:20]=[CH:19][CH:18]=[CH:17][CH:16]=2)[CH:6]=[CH:5][CH:4]=[C:3]([C:7]2([CH2:13][NH:14][C:31](=[O:32])[C:30]3[CH:34]=[CH:35][CH:36]=[C:28]([C:25]4[N:24]=[C:23]([C:22]([F:38])([F:37])[F:21])[O:27][N:26]=4)[CH:29]=3)[CH2:8][CH2:9][O:10][CH2:11][CH2:12]2)[CH:2]=1. No catalyst specified. The reactants are [C:1]1([C:15]2[CH:20]=[CH:19][CH:18]=[CH:17][CH:16]=2)[CH:6]=[CH:5][CH:4]=[C:3]([C:7]2([CH2:13][NH2:14])[CH2:12][CH2:11][O:10][CH2:9][CH2:8]2)[CH:2]=1.[F:21][C:22]([F:38])([F:37])[C:23]1[O:27][N:26]=[C:25]([C:28]2[CH:29]=[C:30]([CH:34]=[CH:35][CH:36]=2)[C:31](O)=[O:32])[N:24]=1. (2) The reactants are Cl[CH2:2][C:3]1[S:7][C:6]([C:8]2[NH:9][C:10]3[C:15]([CH:16]=2)=[CH:14][CH:13]=[CH:12][C:11]=3[N:17]([CH3:26])[S:18]([C:21]2[S:22][CH:23]=[CH:24][CH:25]=2)(=[O:20])=[O:19])=[N:5][CH:4]=1.C(N(CC)CC)C.Cl.[CH2:35]1[CH:39]2[CH2:40][NH:41][CH2:42][CH2:43][N:38]2[C:37](=[O:44])[O:36]1.CN(C)C=O. The catalyst is O. The product is [CH3:26][N:17]([C:11]1[CH:12]=[CH:13][CH:14]=[C:15]2[C:10]=1[NH:9][C:8]([C:6]1[S:7][C:3]([CH2:2][N:41]3[CH2:42][CH2:43][N:38]4[C:37](=[O:44])[O:36][CH2:35][CH:39]4[CH2:40]3)=[CH:4][N:5]=1)=[CH:16]2)[S:18]([C:21]1[S:22][CH:23]=[CH:24][CH:25]=1)(=[O:19])=[O:20]. The yield is 0.560.